Dataset: Forward reaction prediction with 1.9M reactions from USPTO patents (1976-2016). Task: Predict the product of the given reaction. (1) Given the reactants [O:1]1[CH2:6][CH2:5][CH:4]([C:7]([C:9]2[CH:18]=[CH:17][C:12]([C:13]([O:15][CH3:16])=[O:14])=[CH:11][CH:10]=2)=O)[CH2:3][CH2:2]1.[F:19][C:20]([F:34])([F:33])[C:21]1[CH:22]=[N:23][N:24]([C:26]2[N:31]=[CH:30][C:29]([NH2:32])=[CH:28][CH:27]=2)[CH:25]=1.[B][B][B][B][B][B][B][B][B][B], predict the reaction product. The product is: [O:1]1[CH2:6][CH2:5][CH:4]([CH:7]([NH:32][C:29]2[CH:30]=[N:31][C:26]([N:24]3[CH:25]=[C:21]([C:20]([F:34])([F:33])[F:19])[CH:22]=[N:23]3)=[CH:27][CH:28]=2)[C:9]2[CH:18]=[CH:17][C:12]([C:13]([O:15][CH3:16])=[O:14])=[CH:11][CH:10]=2)[CH2:3][CH2:2]1. (2) The product is: [CH3:1][O:2][C:3]1[C:4]2[N:5]([N:15]=[CH:16][C:17]=2[CH2:18][CH2:19][C:20]2[CH:25]=[CH:24][N:23]=[C:22]([NH2:26])[CH:21]=2)[CH:6]=[C:7]([C:9]2[CH:10]=[N:11][N:12]([CH3:14])[CH:13]=2)[CH:8]=1. Given the reactants [CH3:1][O:2][C:3]1[C:4]2[N:5]([N:15]=[CH:16][C:17]=2[C:18]#[C:19][C:20]2[CH:25]=[CH:24][N:23]=[C:22]([NH2:26])[CH:21]=2)[CH:6]=[C:7]([C:9]2[CH:10]=[N:11][N:12]([CH3:14])[CH:13]=2)[CH:8]=1, predict the reaction product. (3) Given the reactants [F:1][C:2]1[CH:7]=[CH:6][CH:5]=[C:4]([I:8])[C:3]=1[CH2:9][OH:10].[H-].[Na+].[CH2:13](Br)[CH:14]=[CH2:15], predict the reaction product. The product is: [CH2:15]([O:10][CH2:9][C:3]1[C:4]([I:8])=[CH:5][CH:6]=[CH:7][C:2]=1[F:1])[CH:14]=[CH2:13]. (4) Given the reactants [N:1]1[N:9]2[C:4]([N:5]=[C:6]3[CH2:15][CH2:14][CH2:13][CH2:12][CH2:11][C:7]3=[C:8]2O)=[CH:3][CH:2]=1.P(Cl)(Cl)([Cl:18])=O.C(N(C(C)C)CC)(C)C, predict the reaction product. The product is: [Cl:18][C:8]1[N:9]2[C:4]([N:5]=[C:6]3[CH2:15][CH2:14][CH2:13][CH2:12][CH2:11][C:7]=13)=[CH:3][CH:2]=[N:1]2. (5) Given the reactants [CH3:1][C:2]1[CH:9]=[CH:8][C:5]([CH2:6]Cl)=[CH:4][CH:3]=1.[NH:10]1[CH2:15][CH2:14][NH:13][CH2:12][CH2:11]1, predict the reaction product. The product is: [CH3:1][C:2]1[CH:9]=[CH:8][C:5]([CH2:6][N:10]2[CH2:15][CH2:14][NH:13][CH2:12][CH2:11]2)=[CH:4][CH:3]=1. (6) Given the reactants I[C:2]1[CH:7]=[CH:6][C:5]([CH2:8][C:9]([O:11][CH2:12][CH3:13])=[O:10])=[CH:4][CH:3]=1.[BH4-].[NH2:15][C:16]1[CH:21]=[CH:20][C:19]([S:22][S:22][C:19]2[CH:20]=[CH:21][C:16]([NH2:15])=[CH:17][CH:18]=2)=[CH:18][CH:17]=1, predict the reaction product. The product is: [NH2:15][C:16]1[CH:21]=[CH:20][C:19]([S:22][C:2]2[CH:7]=[CH:6][C:5]([CH2:8][C:9]([O:11][CH2:12][CH3:13])=[O:10])=[CH:4][CH:3]=2)=[CH:18][CH:17]=1. (7) Given the reactants Cl.[C:2]([C:4]1[CH:5]=[C:6]([CH:9]=[CH:10][CH:11]=1)[CH2:7][NH2:8])#[N:3].[C:12](O[C:12]([O:14][C:15]([CH3:18])([CH3:17])[CH3:16])=[O:13])([O:14][C:15]([CH3:18])([CH3:17])[CH3:16])=[O:13].C(N(CC)CC)C, predict the reaction product. The product is: [C:2]([C:4]1[CH:5]=[C:6]([CH:9]=[CH:10][CH:11]=1)[CH2:7][NH:8][C:12](=[O:13])[O:14][C:15]([CH3:18])([CH3:17])[CH3:16])#[N:3].